From a dataset of Catalyst prediction with 721,799 reactions and 888 catalyst types from USPTO. Predict which catalyst facilitates the given reaction. (1) Reactant: [CH2:1]([O:8][C:9]1[C:10]([CH2:23][CH2:24][CH2:25][CH2:26][CH2:27][CH2:28][CH2:29][CH2:30][CH2:31][CH2:32][CH2:33][CH2:34][CH2:35][CH2:36][CH2:37][CH3:38])=[N:11][C:12]([N:16]2C(C)=CC=C2C)=[N:13][C:14]=1[CH3:15])[C:2]1[CH:7]=[CH:6][CH:5]=[CH:4][CH:3]=1.Cl.NO.O.[OH-].[Na+]. Product: [CH2:1]([O:8][C:9]1[C:10]([CH2:23][CH2:24][CH2:25][CH2:26][CH2:27][CH2:28][CH2:29][CH2:30][CH2:31][CH2:32][CH2:33][CH2:34][CH2:35][CH2:36][CH2:37][CH3:38])=[N:11][C:12]([NH2:16])=[N:13][C:14]=1[CH3:15])[C:2]1[CH:3]=[CH:4][CH:5]=[CH:6][CH:7]=1. The catalyst class is: 8. (2) Reactant: C(N(CC)CC)C.[NH:8]1[C:16]2[C:11](=[CH:12][CH:13]=[CH:14][CH:15]=2)[CH2:10][CH2:9]1.[Cl:17][C:18]1[CH:19]=[C:20]([CH:26]=[CH:27][CH:28]=1)[CH:21]=[CH:22][C:23](Cl)=[O:24].O. Product: [Cl:17][C:18]1[CH:19]=[C:20]([CH:21]=[CH:22][C:23]([N:8]2[C:16]3[C:11](=[CH:12][CH:13]=[CH:14][CH:15]=3)[CH2:10][CH2:9]2)=[O:24])[CH:26]=[CH:27][CH:28]=1. The catalyst class is: 2. (3) Reactant: [Cl-].[Cl:2][C:3]1[C:12]2[C:7](=[CH:8][CH:9]=[CH:10][CH:11]=2)[CH:6]=[CH:5][C:4]=1[O:13][CH2:14][CH2:15][NH2+:16][CH2:17][C:18]1[O:19][CH:20]=[CH:21][CH:22]=1.[C:23]([O-])([O-])=O.[K+].[K+].CI. Product: [Cl:2][C:3]1[C:12]2[C:7](=[CH:8][CH:9]=[CH:10][CH:11]=2)[CH:6]=[CH:5][C:4]=1[O:13][CH2:14][CH2:15][N:16]([CH2:17][C:18]1[O:19][CH:20]=[CH:21][CH:22]=1)[CH3:23]. The catalyst class is: 1. (4) Reactant: [Cl:1][C:2]1[N:10]=[C:9]2[C:5]([N:6]=[C:7]([CH:11]([NH:13][CH3:14])[CH3:12])[NH:8]2)=[C:4]([N:15]2[CH2:20]CO[CH2:17][CH2:16]2)[N:3]=1.[C:21](=[O:24])([O-])[O-].[Cs+].[Cs+].Br[CH2:28][CH2:29]Br. Product: [Cl:1][C:2]1[N:3]=[C:4]([N:15]2[CH2:20][CH2:21][O:24][CH2:17][CH2:16]2)[C:5]2[N:6]=[C:7]3[N:8]([C:9]=2[N:10]=1)[CH2:29][CH2:28][N:13]([CH3:14])[CH:11]3[CH3:12]. The catalyst class is: 18. (5) Reactant: [Cl:1][C:2]1[C:11]([CH3:12])=[CH:10][CH:9]=[CH:8][C:3]=1[C:4]([O:6][CH3:7])=[O:5].[Br:13]N1C(=O)CCC1=O.N(/C(C)(C)C#N)=N\C(C)(C)C#N. Product: [Br:13][CH2:12][C:11]1[C:2]([Cl:1])=[C:3]([CH:8]=[CH:9][CH:10]=1)[C:4]([O:6][CH3:7])=[O:5]. The catalyst class is: 10.